Dataset: Full USPTO retrosynthesis dataset with 1.9M reactions from patents (1976-2016). Task: Predict the reactants needed to synthesize the given product. (1) Given the product [ClH:13].[Cl:13][C:14]1[CH:15]=[C:16]([O:10][CH:9]2[CH2:8][N:7]([CH3:11])[CH2:6][C:5]3[O:12][C:2]([CH3:1])=[CH:3][C:4]2=3)[CH:17]=[CH:18][C:19]=1[Cl:20], predict the reactants needed to synthesize it. The reactants are: [CH3:1][C:2]1[O:12][C:5]2[CH2:6][N:7]([CH3:11])[CH2:8][CH:9]([OH:10])[C:4]=2[CH:3]=1.[Cl:13][C:14]1[CH:15]=[C:16](F)[CH:17]=[CH:18][C:19]=1[Cl:20]. (2) Given the product [Cl:1][C:2]1[CH:3]=[C:4]([CH:10]=[C:11]([Cl:15])[C:12]=1[O:13][CH3:14])[C:5]([NH:17][NH2:18])=[O:6], predict the reactants needed to synthesize it. The reactants are: [Cl:1][C:2]1[CH:3]=[C:4]([CH:10]=[C:11]([Cl:15])[C:12]=1[O:13][CH3:14])[C:5](OCC)=[O:6].O.[NH2:17][NH2:18]. (3) Given the product [CH3:3][C:2]([CH3:5])([CH3:4])[C:1]([O:26][C:25]1[CH:24]2[CH:19]([C:18](=[O:28])[C:17]=1[C:10]1[C:11]([CH3:16])=[CH:12][C:13]([CH3:15])=[CH:14][C:9]=1[CH3:8])[CH:20]1[O:27][CH:23]2[CH2:22][CH2:21]1)=[O:6], predict the reactants needed to synthesize it. The reactants are: [C:1](Cl)(=[O:6])[C:2]([CH3:5])([CH3:4])[CH3:3].[CH3:8][C:9]1[CH:14]=[C:13]([CH3:15])[CH:12]=[C:11]([CH3:16])[C:10]=1[CH:17]1[C:25](=[O:26])[CH:24]2[CH:19]([CH:20]3[O:27][CH:23]2[CH2:22][CH2:21]3)[C:18]1=[O:28].C(N(CC)CC)C. (4) Given the product [NH2:12][C:13]1[CH:18]=[C:17]([NH:19][C:5](=[O:7])[C:4]2[CH:8]=[CH:9][C:10]([Cl:11])=[C:2]([Cl:1])[CH:3]=2)[CH:16]=[CH:15][C:14]=1[CH3:20], predict the reactants needed to synthesize it. The reactants are: [Cl:1][C:2]1[CH:3]=[C:4]([CH:8]=[CH:9][C:10]=1[Cl:11])[C:5]([OH:7])=O.[NH2:12][C:13]1[CH:18]=[C:17]([NH2:19])[CH:16]=[CH:15][C:14]=1[CH3:20].C(Cl)CCl. (5) Given the product [CH2:19]([C:14]1[N:26]=[CH:25][CH:24]=[CH:23][N:22]=1)[CH2:18][CH3:17], predict the reactants needed to synthesize it. The reactants are: [C:18]1(P([C:14]2[CH:19]=[CH:18][CH:17]=CC=2)[C:18]2[CH:17]=CC=[CH:14][CH:19]=2)[CH:17]=CC=[CH:14][CH:19]=1.ClC1[N:26]=[CH:25][CH:24]=[CH:23][N:22]=1.C([Mg]Cl)CC.[NH4+].[Cl-]. (6) Given the product [Br:16][C:13]1[CH:14]=[CH:15][C:10]([CH2:3][CH:4]2[CH2:8][CH2:7][O:6][CH2:5]2)=[N:11][CH:12]=1, predict the reactants needed to synthesize it. The reactants are: [Mg].Br[CH2:3][CH:4]1[CH2:8][CH2:7][O:6][CH2:5]1.Br[C:10]1[CH:15]=[CH:14][C:13]([Br:16])=[CH:12][N:11]=1.